Task: Predict the reactants needed to synthesize the given product.. Dataset: Full USPTO retrosynthesis dataset with 1.9M reactions from patents (1976-2016) (1) Given the product [Br:16][C:17]1[C:18]([C:10]2[CH:11]=[CH:12][C:7]([C:5]([NH:4][CH2:3][C:1]#[N:2])=[O:6])=[CH:8][CH:9]=2)=[N:19][C:20]([I:23])=[N:21][CH:22]=1, predict the reactants needed to synthesize it. The reactants are: [C:1]([CH2:3][NH:4][C:5]([C:7]1[CH:12]=[CH:11][C:10](B(O)O)=[CH:9][CH:8]=1)=[O:6])#[N:2].[Br:16][C:17]1[C:18](I)=[N:19][C:20]([I:23])=[N:21][CH:22]=1.C(=O)([O-])[O-].[K+].[K+]. (2) Given the product [CH2:1]([N:3]([C:34]1[CH:35]=[CH:36][CH:37]=[CH:38][CH:39]=1)[C:4]1[C:12]2[O:11][CH2:10][C@@H:9]([NH:13][C:14]3[CH:27]=[CH:26][C:17]4[C@H:18]([CH2:21][C:22]([OH:24])=[O:23])[CH2:19][O:20][C:16]=4[CH:15]=3)[C:8]=2[CH:7]=[CH:6][CH:5]=1)[CH3:2], predict the reactants needed to synthesize it. The reactants are: [CH2:1]([N:3]([C:34]1[CH:39]=[CH:38][CH:37]=[CH:36][CH:35]=1)[C:4]1[C:12]2[O:11][CH2:10][C@@H:9]([N:13](C(=O)C(F)(F)F)[C:14]3[CH:27]=[CH:26][C:17]4[C@H:18]([CH2:21][C:22]([O:24]C)=[O:23])[CH2:19][O:20][C:16]=4[CH:15]=3)[C:8]=2[CH:7]=[CH:6][CH:5]=1)[CH3:2].[OH-].[Na+]. (3) Given the product [Cl:17][C:9]1[CH:10]=[C:11]([CH:15]=[CH:16][C:8]=1[O:7][CH2:6][C:5]1[CH:18]=[CH:19][C:20]([O:21][CH3:22])=[C:3]([O:2][CH3:1])[CH:4]=1)[C:12]([N:66]([CH3:67])[C:54]1[CH:55]=[CH:56][C:57]([O:59][C:60]2[CH:65]=[CH:64][CH:63]=[CH:62][CH:61]=2)=[CH:58][C:53]=1[C:52]([NH:51][CH:48]([CH3:49])[CH3:50])=[O:68])=[O:14], predict the reactants needed to synthesize it. The reactants are: [CH3:1][O:2][C:3]1[CH:4]=[C:5]([CH:18]=[CH:19][C:20]=1[O:21][CH3:22])[CH2:6][O:7][C:8]1[CH:16]=[CH:15][C:11]([C:12]([OH:14])=O)=[CH:10][C:9]=1[Cl:17].ClC(Cl)(Cl)C#N.C1(P(C2C=CC=CC=2)C2C=CC=CC=2)C=CC=CC=1.[CH:48]([NH:51][C:52](=[O:68])[C:53]1[CH:58]=[C:57]([O:59][C:60]2[CH:65]=[CH:64][CH:63]=[CH:62][CH:61]=2)[CH:56]=[CH:55][C:54]=1[NH:66][CH3:67])([CH3:50])[CH3:49]. (4) Given the product [Cl:1][C:2]1[CH:3]=[CH:4][C:5]([O:11][CH3:12])=[C:6]([C:7]2[N:9]=[C:22]([OH:23])[CH:21]=[C:13]([C:14]3[CH:19]=[CH:18][CH:17]=[CH:16][CH:15]=3)[N:8]=2)[CH:10]=1, predict the reactants needed to synthesize it. The reactants are: [Cl:1][C:2]1[CH:3]=[CH:4][C:5]([O:11][CH3:12])=[C:6]([CH:10]=1)[C:7]([NH2:9])=[NH:8].[C:13]([CH2:21][C:22](OCC)=[O:23])(=O)[C:14]1[CH:19]=[CH:18][CH:17]=[CH:16][CH:15]=1.[O-]CC.[Na+]. (5) Given the product [NH2:22][C@@H:10]([CH2:11][C:12]1[CH:13]=[CH:14][C:15]([O:18][CH:19]([CH3:21])[CH3:20])=[CH:16][CH:17]=1)[C:8]#[N:9], predict the reactants needed to synthesize it. The reactants are: FC(F)(F)C(O)=O.[C:8]([C@@H:10]([NH:22]C(=O)OC(C)(C)C)[CH2:11][C:12]1[CH:17]=[CH:16][C:15]([O:18][CH:19]([CH3:21])[CH3:20])=[CH:14][CH:13]=1)#[N:9]. (6) Given the product [NH:13]1[CH2:12][CH2:11][CH:10]([N:7]2[C:6]3[CH:23]=[C:2]([NH2:1])[CH:3]=[CH:4][C:5]=3[N:9]=[CH:8]2)[CH2:15][CH2:14]1, predict the reactants needed to synthesize it. The reactants are: [NH2:1][C:2]1[CH:3]=[CH:4][C:5]2[N:9]=[CH:8][N:7]([CH:10]3[CH2:15][CH2:14][N:13](C(OC(C)(C)C)=O)[CH2:12][CH2:11]3)[C:6]=2[CH:23]=1.FC(F)(F)C(O)=O.